This data is from Full USPTO retrosynthesis dataset with 1.9M reactions from patents (1976-2016). The task is: Predict the reactants needed to synthesize the given product. (1) The reactants are: [Br:1][C:2]1[CH:7]=[CH:6][C:5]([NH:8][C:9]([NH:11][CH2:12][CH2:13]Cl)=[O:10])=[C:4]([CH3:15])[CH:3]=1.[H-].[Na+]. Given the product [Br:1][C:2]1[CH:7]=[CH:6][C:5]([N:8]2[CH2:13][CH2:12][NH:11][C:9]2=[O:10])=[C:4]([CH3:15])[CH:3]=1, predict the reactants needed to synthesize it. (2) Given the product [C:1]([N:5]1[C:9]([CH2:10][CH2:11][CH2:12][N:28]2[CH2:29][CH2:30][N:25]([C:20]3[CH:21]=[CH:22][C:23]([CH3:24])=[C:18]([CH3:17])[CH:19]=3)[CH2:26][CH2:27]2)=[CH:8][C:7]([CH2:14][CH2:15][CH3:16])=[N:6]1)([CH3:4])([CH3:3])[CH3:2], predict the reactants needed to synthesize it. The reactants are: [C:1]([N:5]1[C:9]([CH2:10][CH2:11][CH:12]=O)=[CH:8][C:7]([CH2:14][CH2:15][CH3:16])=[N:6]1)([CH3:4])([CH3:3])[CH3:2].[CH3:17][C:18]1[CH:19]=[C:20]([N:25]2[CH2:30][CH2:29][NH:28][CH2:27][CH2:26]2)[CH:21]=[CH:22][C:23]=1[CH3:24].CCN(C(C)C)C(C)C.[BH-](OC(C)=O)(OC(C)=O)OC(C)=O.[Na+]. (3) The reactants are: [Si:1]([O:8][CH2:9][CH2:10][O:11][C:12]1[C:19]([CH3:20])=[CH:18][C:15]([CH:16]=O)=[CH:14][C:13]=1[CH3:21])([C:4]([CH3:7])([CH3:6])[CH3:5])([CH3:3])[CH3:2].[NH2:22][C:23]1[CH:31]=[CH:30][C:29]([Br:32])=[CH:28][C:24]=1[C:25]([NH2:27])=[O:26].OS([O-])=O.[Na+].CC1C=CC(S(O)(=O)=O)=CC=1. Given the product [Br:32][C:29]1[CH:28]=[C:24]2[C:23](=[CH:31][CH:30]=1)[N:22]=[C:16]([C:15]1[CH:18]=[C:19]([CH3:20])[C:12]([O:11][CH2:10][CH2:9][O:8][Si:1]([C:4]([CH3:7])([CH3:6])[CH3:5])([CH3:3])[CH3:2])=[C:13]([CH3:21])[CH:14]=1)[NH:27][C:25]2=[O:26], predict the reactants needed to synthesize it. (4) Given the product [CH3:12][C:4]1[CH:3]=[C:2]([C:18]#[C:17][Si:14]([CH3:16])([CH3:15])[CH3:13])[CH:11]=[CH:10][C:5]=1[O:6][CH2:7][CH2:8][OH:9], predict the reactants needed to synthesize it. The reactants are: I[C:2]1[CH:11]=[CH:10][C:5]([O:6][CH2:7][CH2:8][OH:9])=[C:4]([CH3:12])[CH:3]=1.[CH3:13][Si:14]([C:17]#[CH:18])([CH3:16])[CH3:15].N1CCCCC1. (5) Given the product [C:1]([CH:3]([C:13]1[C:22]2[C:17](=[CH:18][CH:19]=[C:20]([O:23][CH3:24])[CH:21]=2)[CH:16]=[CH:15][CH:14]=1)[CH2:8][C:9]([O:11][CH3:12])=[O:10])#[N:2], predict the reactants needed to synthesize it. The reactants are: [C:1]([C:3]([C:13]1[C:22]2[C:17](=[CH:18][CH:19]=[C:20]([O:23][CH3:24])[CH:21]=2)[CH:16]=[CH:15][CH:14]=1)([CH2:8][C:9]([O:11][CH3:12])=[O:10])C(OC)=O)#[N:2].[Br-].[Li+].O. (6) Given the product [Cl:15][C:16]1[CH:21]=[C:20]([C:22]([N:24]([CH3:25])[CH3:26])=[O:23])[CH:19]=[CH:18][C:17]=1[C:27]1[CH:32]=[C:31]([C:33]2[NH:6][C:4](=[O:5])[C:3]3[C:2](=[CH:10][C:9]([O:11][CH3:12])=[CH:8][C:7]=3[O:13][CH3:14])[N:1]=2)[CH:30]=[CH:29][C:28]=1[O:35][CH3:36], predict the reactants needed to synthesize it. The reactants are: [NH2:1][C:2]1[CH:10]=[C:9]([O:11][CH3:12])[CH:8]=[C:7]([O:13][CH3:14])[C:3]=1[C:4]([NH2:6])=[O:5].[Cl:15][C:16]1[CH:21]=[C:20]([C:22]([N:24]([CH3:26])[CH3:25])=[O:23])[CH:19]=[CH:18][C:17]=1[C:27]1[CH:32]=[C:31]([CH:33]=O)[CH:30]=[CH:29][C:28]=1[O:35][CH3:36].OS([O-])=O.[Na+]. (7) Given the product [C:1]([O:4][CH2:5][O:6][C@@H:7]1[C@@H:11]([CH2:12][O:13][Si:14]([C:17]([CH3:19])([CH3:18])[CH3:20])([CH3:16])[CH3:15])[O:10][C@@H:9]([N:21]2[C:51]3[N:50]=[CH:49][N:48]=[C:25]([NH:26][C:27]([C:36]4[CH:37]=[CH:38][CH:39]=[CH:40][CH:41]=4)([C:42]4[CH:43]=[CH:44][CH:45]=[CH:46][CH:47]=4)[C:28]4[CH:33]=[CH:32][C:31]([O:34][CH3:35])=[CH:30][CH:29]=4)[C:24]=3[N:23]=[CH:22]2)[C@@H:8]1[OH:52])(=[O:3])[CH3:2], predict the reactants needed to synthesize it. The reactants are: [C:1]([O:4][CH2:5][O:6][C@@H:7]1[C@@H:11]([CH2:12][O:13][Si:14]([C:17]([CH3:20])([CH3:19])[CH3:18])([CH3:16])[CH3:15])[O:10][C@@H:9]([N:21]2[C:51]3[N:50]=[CH:49][N:48]=[C:25]([NH:26][C:27]([C:42]4[CH:47]=[CH:46][CH:45]=[CH:44][CH:43]=4)([C:36]4[CH:41]=[CH:40][CH:39]=[CH:38][CH:37]=4)[C:28]4[CH:33]=[CH:32][C:31]([O:34][CH3:35])=[CH:30][CH:29]=4)[C:24]=3[N:23]=[CH:22]2)[C@@H:8]1[O:52]C(=O)CCC(C)=O)(=[O:3])[CH3:2].C(O)(=O)C.NN. (8) Given the product [NH2:1][C:2]1[CH:10]=[CH:9][C:8]([CH2:11][N:12]2[CH2:17][CH2:16][N:15]([CH3:18])[CH2:14][CH2:13]2)=[CH:7][C:3]=1[C:4]([NH2:21])=[O:5], predict the reactants needed to synthesize it. The reactants are: [NH2:1][C:2]1[CH:10]=[CH:9][C:8]([CH2:11][N:12]2[CH2:17][CH2:16][N:15]([CH3:18])[CH2:14][CH2:13]2)=[CH:7][C:3]=1[C:4](O)=[O:5].CC[N:21]=C=NCCCN(C)C.Cl.C1C=CC2N(O)N=NC=2C=1.CN1CCOCC1.[NH4+].[OH-]. (9) Given the product [ClH:1].[Cl:1][C:2]1[N:3]=[C:4]([C:9]([NH:11][C@H:12]2[CH2:17][CH2:16][NH:15][CH2:14][C@H:13]2[O:25][CH3:26])=[O:10])[NH:5][C:6]=1[CH2:7][CH3:8], predict the reactants needed to synthesize it. The reactants are: [Cl:1][C:2]1[N:3]=[C:4]([C:9]([NH:11][C@H:12]2[CH2:17][CH2:16][N:15](C(OC(C)(C)C)=O)[CH2:14][C@H:13]2[O:25][CH3:26])=[O:10])[NH:5][C:6]=1[CH2:7][CH3:8].Cl.C(OCC)(=O)C. (10) Given the product [N:23]1[CH:24]=[CH:25][C:20]([CH2:19][C:5]([CH2:4][CH2:3][C:2]([F:10])([F:11])[F:1])([C:8]#[N:9])[C:6]#[N:7])=[CH:21][CH:22]=1, predict the reactants needed to synthesize it. The reactants are: [F:1][C:2]([F:11])([F:10])[CH2:3][CH2:4][CH:5]([C:8]#[N:9])[C:6]#[N:7].C(=O)([O-])[O-].[K+].[K+].Cl[CH2:19][C:20]1[CH:25]=[CH:24][N:23]=[CH:22][CH:21]=1.